This data is from Forward reaction prediction with 1.9M reactions from USPTO patents (1976-2016). The task is: Predict the product of the given reaction. Given the reactants Cl[C:2]1[N:11]=[C:10]([NH:12][CH2:13][C:14]2([N:18]([CH2:26][C:27]3[CH:32]=[CH:31][CH:30]=[CH:29][CH:28]=3)[CH2:19][C:20]3[CH:25]=[CH:24][CH:23]=[CH:22][CH:21]=3)[CH2:17][O:16][CH2:15]2)[C:9]2[C:4](=[CH:5][CH:6]=[C:7]([CH3:33])[CH:8]=2)[N:3]=1.[S:34]1[C:40]2[CH:41]=[CH:42][CH:43]=[CH:44][C:39]=2[CH2:38][NH:37][CH2:36][CH2:35]1.C(N(CC)CC)C, predict the reaction product. The product is: [CH2:19]([N:18]([CH2:26][C:27]1[CH:32]=[CH:31][CH:30]=[CH:29][CH:28]=1)[C:14]1([CH2:13][NH:12][C:10]2[C:9]3[C:4](=[CH:5][CH:6]=[C:7]([CH3:33])[CH:8]=3)[N:3]=[C:2]([N:37]3[CH2:38][C:39]4[CH:44]=[CH:43][CH:42]=[CH:41][C:40]=4[S:34][CH2:35][CH2:36]3)[N:11]=2)[CH2:17][O:16][CH2:15]1)[C:20]1[CH:25]=[CH:24][CH:23]=[CH:22][CH:21]=1.